From a dataset of Reaction yield outcomes from USPTO patents with 853,638 reactions. Predict the reaction yield, written as a fraction of the theoretical maximum amount of product (1.0 means a 100% yield; for example, 0.34 means a 34% yield). The catalyst is C1COCC1.C(Cl)Cl. The yield is 0.540. The product is [CH2:9]([NH:16][C:6]1[CH:5]=[CH:4][N:3]=[C:2]([Cl:1])[N:7]=1)[C:10]1[CH:15]=[CH:14][CH:13]=[CH:12][CH:11]=1. The reactants are [Cl:1][C:2]1[N:7]=[C:6](Cl)[CH:5]=[CH:4][N:3]=1.[CH2:9]([NH2:16])[C:10]1[CH:15]=[CH:14][CH:13]=[CH:12][CH:11]=1.CCN(C(C)C)C(C)C.CO.